Dataset: Full USPTO retrosynthesis dataset with 1.9M reactions from patents (1976-2016). Task: Predict the reactants needed to synthesize the given product. (1) Given the product [CH3:17][O:16][C:13]1[CH:12]=[C:11]2[C:10](=[CH:15][CH:14]=1)[N:9]([S:26]([C:20]1[CH:25]=[CH:24][CH:23]=[CH:22][CH:21]=1)(=[O:28])=[O:27])[CH:8]=[C:7]2[CH2:6][CH2:5][NH:4][C:2](=[O:3])[CH3:1], predict the reactants needed to synthesize it. The reactants are: [CH3:1][C:2]([NH:4][CH2:5][CH2:6][C:7]1[C:11]2[CH:12]=[C:13]([O:16][CH3:17])[CH:14]=[CH:15][C:10]=2[NH:9][CH:8]=1)=[O:3].[OH-].[Na+].[C:20]1([S:26](Cl)(=[O:28])=[O:27])[CH:25]=[CH:24][CH:23]=[CH:22][CH:21]=1. (2) Given the product [C:1]([N:8]1[CH2:12][C@@H:11]([O:13][CH3:14])[CH2:10][C@H:9]1[CH2:15][OH:16])([O:3][C:4]([CH3:7])([CH3:6])[CH3:5])=[O:2], predict the reactants needed to synthesize it. The reactants are: [C:1]([N:8]1[CH2:12][C@@H:11]([O:13][CH3:14])[CH2:10][C@H:9]1[C:15](OC)=[O:16])([O:3][C:4]([CH3:7])([CH3:6])[CH3:5])=[O:2].[BH4-].[Li+]. (3) Given the product [ClH:1].[CH3:27][O:26][C:23]1[C:24]2[N:25]=[C:17]([NH:16][C:15]([N:12]3[CH2:11][CH2:10][NH:9][CH2:14][CH2:13]3)=[O:28])[S:18][C:19]=2[N:20]=[CH:21][N:22]=1, predict the reactants needed to synthesize it. The reactants are: [ClH:1].C(OC([N:9]1[CH2:14][CH2:13][N:12]([C:15](=[O:28])[NH:16][C:17]2[S:18][C:19]3[N:20]=[CH:21][N:22]=[C:23]([O:26][CH3:27])[C:24]=3[N:25]=2)[CH2:11][CH2:10]1)=O)(C)(C)C. (4) Given the product [C:1]([C:5]1[CH:6]=[CH:7][C:8](=[O:11])[NH:9][N:10]=1)([CH3:4])([CH3:2])[CH3:3], predict the reactants needed to synthesize it. The reactants are: [C:1]([C:5]1[CH2:6][CH2:7][C:8](=[O:11])[NH:9][N:10]=1)([CH3:4])([CH3:3])[CH3:2].BrBr. (5) Given the product [N+:1]([C:4]1[CH:15]=[CH:14][C:7]([CH2:8][O:9][C:10]([NH:12][NH:13][CH2:16][C:17]2[CH:22]=[CH:21][CH:20]=[CH:19][CH:18]=2)=[O:11])=[CH:6][CH:5]=1)([O-:3])=[O:2], predict the reactants needed to synthesize it. The reactants are: [N+:1]([C:4]1[CH:15]=[CH:14][C:7]([CH2:8][O:9][C:10]([NH:12][NH2:13])=[O:11])=[CH:6][CH:5]=1)([O-:3])=[O:2].[CH2:16](Br)[C:17]1[CH:22]=[CH:21][CH:20]=[CH:19][CH:18]=1. (6) Given the product [N:10]1[C:2]([O:38][CH2:37][C:26]2[C:27]([C:30]3[CH:35]=[CH:34][CH:33]=[CH:32][C:31]=3[CH3:36])=[N:28][C:29]3[C:24]([CH:25]=2)=[CH:23][CH:22]=[CH:21][C:20]=3[CH3:19])=[C:3]2[C:7]([NH:6][CH:5]=[N:4]2)=[N:8][CH:9]=1, predict the reactants needed to synthesize it. The reactants are: Cl[C:2]1[N:10]=[CH:9][N:8]=[C:7]2[C:3]=1[NH:4][CH:5]=[N:6]2.N12CCN(CC1)CC2.[CH3:19][C:20]1[CH:21]=[CH:22][CH:23]=[C:24]2[C:29]=1[N:28]=[C:27]([C:30]1[CH:35]=[CH:34][CH:33]=[CH:32][C:31]=1[CH3:36])[C:26]([CH2:37][OH:38])=[CH:25]2.[H-].[Na+]. (7) Given the product [F:3][C:4]1[CH:5]=[CH:6][C:7]([C:10]2[O:11][C:12]3[CH:22]=[C:21]([O:23][CH2:24][C:25]([F:27])([F:28])[F:26])[C:20]([C:29]4[CH:30]=[CH:31][C:32]([O:39][CH3:40])=[C:33]([CH:38]=4)[C:34]([OH:36])=[O:35])=[CH:19][C:13]=3[C:14]=2[C:15](=[O:18])[NH:16][CH3:17])=[CH:8][CH:9]=1, predict the reactants needed to synthesize it. The reactants are: [OH-].[Na+].[F:3][C:4]1[CH:9]=[CH:8][C:7]([C:10]2[O:11][C:12]3[CH:22]=[C:21]([O:23][CH2:24][C:25]([F:28])([F:27])[F:26])[C:20]([C:29]4[CH:30]=[CH:31][C:32]([O:39][CH3:40])=[C:33]([CH:38]=4)[C:34]([O:36]C)=[O:35])=[CH:19][C:13]=3[C:14]=2[C:15](=[O:18])[NH:16][CH3:17])=[CH:6][CH:5]=1. (8) Given the product [Cl:1][C:2]1[C:3]2[N:4]([CH:12]=[C:13]([C:15]([NH:47][S:44]([C:37]3[CH:38]=[C:39]([CH2:42][CH3:43])[CH:40]=[CH:41][C:36]=3[Cl:35])(=[O:46])=[O:45])=[O:17])[N:14]=2)[CH:5]=[C:6]([C:8]([F:9])([F:10])[F:11])[CH:7]=1, predict the reactants needed to synthesize it. The reactants are: [Cl:1][C:2]1[C:3]2[N:4]([CH:12]=[C:13]([C:15]([OH:17])=O)[N:14]=2)[CH:5]=[C:6]([C:8]([F:11])([F:10])[F:9])[CH:7]=1.C(O)(C)(C)C.Cl.CN(C)CCCN=C=NCC.[Cl:35][C:36]1[CH:41]=[CH:40][C:39]([CH2:42][CH3:43])=[CH:38][C:37]=1[S:44]([NH2:47])(=[O:46])=[O:45]. (9) Given the product [CH2:16]([O:15][C:12]1[CH:11]=[C:10]2[C:9]([C:7]([CH:1]3[CH2:3][CH2:4][CH2:5][CH2:6]3)=[N:29][N:28]2[C:27]2[CH:9]=[CH:7][C:1]([O:24][CH2:30][C:31]3[CH:36]=[CH:35][CH:34]=[CH:33][CH:32]=3)=[CH:6][CH:5]=2)=[CH:14][CH:13]=1)[C:17]1[CH:18]=[CH:19][CH:20]=[CH:21][CH:22]=1, predict the reactants needed to synthesize it. The reactants are: [CH:1]1([C:7]([C:9]2[CH:14]=[CH:13][C:12]([O:15][CH2:16][C:17]3[CH:22]=[CH:21][CH:20]=[CH:19][CH:18]=3)=[CH:11][C:10]=2F)=O)[CH2:6][CH2:5][CH2:4][CH2:3]C1.[OH2:24].NN.[CH3:27][NH:28][NH2:29].[CH2:30](NN)[C:31]1[CH:36]=[CH:35][CH:34]=[CH:33][CH:32]=1.